From a dataset of NCI-60 drug combinations with 297,098 pairs across 59 cell lines. Regression. Given two drug SMILES strings and cell line genomic features, predict the synergy score measuring deviation from expected non-interaction effect. (1) Drug 1: CCN(CC)CCCC(C)NC1=C2C=C(C=CC2=NC3=C1C=CC(=C3)Cl)OC. Drug 2: CC(C)NC(=O)C1=CC=C(C=C1)CNNC.Cl. Cell line: HS 578T. Synergy scores: CSS=18.5, Synergy_ZIP=1.10, Synergy_Bliss=1.79, Synergy_Loewe=3.53, Synergy_HSA=3.45. (2) Drug 2: C1=C(C(=O)NC(=O)N1)F. Synergy scores: CSS=38.4, Synergy_ZIP=-12.4, Synergy_Bliss=-11.0, Synergy_Loewe=-7.18, Synergy_HSA=-2.07. Cell line: HOP-92. Drug 1: CC1OCC2C(O1)C(C(C(O2)OC3C4COC(=O)C4C(C5=CC6=C(C=C35)OCO6)C7=CC(=C(C(=C7)OC)O)OC)O)O. (3) Cell line: NCI-H322M. Synergy scores: CSS=0.00950, Synergy_ZIP=-0.784, Synergy_Bliss=-2.69, Synergy_Loewe=-4.01, Synergy_HSA=-3.67. Drug 2: CC(CN1CC(=O)NC(=O)C1)N2CC(=O)NC(=O)C2. Drug 1: CNC(=O)C1=CC=CC=C1SC2=CC3=C(C=C2)C(=NN3)C=CC4=CC=CC=N4. (4) Drug 1: CC1C(C(CC(O1)OC2CC(OC(C2O)C)OC3=CC4=CC5=C(C(=O)C(C(C5)C(C(=O)C(C(C)O)O)OC)OC6CC(C(C(O6)C)O)OC7CC(C(C(O7)C)O)OC8CC(C(C(O8)C)O)(C)O)C(=C4C(=C3C)O)O)O)O. Drug 2: CN(C(=O)NC(C=O)C(C(C(CO)O)O)O)N=O. Cell line: HOP-92. Synergy scores: CSS=34.4, Synergy_ZIP=-4.75, Synergy_Bliss=-1.87, Synergy_Loewe=-30.9, Synergy_HSA=-1.04. (5) Drug 1: CC1CCC2CC(C(=CC=CC=CC(CC(C(=O)C(C(C(=CC(C(=O)CC(OC(=O)C3CCCCN3C(=O)C(=O)C1(O2)O)C(C)CC4CCC(C(C4)OC)O)C)C)O)OC)C)C)C)OC. Drug 2: CCCCC(=O)OCC(=O)C1(CC(C2=C(C1)C(=C3C(=C2O)C(=O)C4=C(C3=O)C=CC=C4OC)O)OC5CC(C(C(O5)C)O)NC(=O)C(F)(F)F)O. Cell line: HCC-2998. Synergy scores: CSS=63.4, Synergy_ZIP=-2.71, Synergy_Bliss=-6.74, Synergy_Loewe=-2.73, Synergy_HSA=-4.74. (6) Drug 1: C1=CN(C(=O)N=C1N)C2C(C(C(O2)CO)O)O.Cl. Drug 2: CC1CCCC2(C(O2)CC(NC(=O)CC(C(C(=O)C(C1O)C)(C)C)O)C(=CC3=CSC(=N3)C)C)C. Cell line: A549. Synergy scores: CSS=61.4, Synergy_ZIP=-4.60, Synergy_Bliss=-8.11, Synergy_Loewe=-10.1, Synergy_HSA=-5.32.